This data is from Full USPTO retrosynthesis dataset with 1.9M reactions from patents (1976-2016). The task is: Predict the reactants needed to synthesize the given product. (1) The reactants are: [F:1][C:2]1[C:8]([O:9][CH3:10])=[C:7]([O:11][CH3:12])[CH:6]=[CH:5][C:3]=1[NH2:4].C(O[CH:16]=[C:17]([C:23]([O:25][CH2:26][CH3:27])=[O:24])[C:18]([O:20][CH2:21][CH3:22])=[O:19])C. Given the product [F:1][C:2]1[C:8]([O:9][CH3:10])=[C:7]([O:11][CH3:12])[CH:6]=[CH:5][C:3]=1[NH:4][CH:16]=[C:17]([C:18]([O:20][CH2:21][CH3:22])=[O:19])[C:23]([O:25][CH2:26][CH3:27])=[O:24], predict the reactants needed to synthesize it. (2) Given the product [Br:14][C:15]1[CH:24]=[CH:23][C:18]([C:19]([NH:21][NH:22][C:11](=[O:12])[CH2:10][Cl:9])=[O:20])=[CH:17][CH:16]=1, predict the reactants needed to synthesize it. The reactants are: C[N+]1([O-])CCOCC1.[Cl:9][CH2:10][C:11](Cl)=[O:12].[Br:14][C:15]1[CH:24]=[CH:23][C:18]([C:19]([NH:21][NH2:22])=[O:20])=[CH:17][CH:16]=1. (3) Given the product [Cl:1][C:2]1[CH:9]=[C:8]([N:10]([CH2:24][C:25]2[CH:30]=[CH:29][CH:28]=[CH:27][C:26]=2[Cl:31])[C@H:11]2[CH2:15][CH2:14][N:13]([CH2:16][C:17]3[O:18][C:19]([CH3:22])=[CH:20][CH:21]=3)[CH2:12]2)[CH:7]=[CH:6][C:3]=1[C:4]#[N:5], predict the reactants needed to synthesize it. The reactants are: [Cl:1][C:2]1[CH:9]=[C:8]([NH:10][C@H:11]2[CH2:15][CH2:14][N:13]([CH2:16][C:17]3[O:18][C:19]([CH3:22])=[CH:20][CH:21]=3)[CH2:12]2)[CH:7]=[CH:6][C:3]=1[C:4]#[N:5].Br[CH2:24][C:25]1[CH:30]=[CH:29][CH:28]=[CH:27][C:26]=1[Cl:31]. (4) Given the product [F:1][C:2]1[CH:3]=[C:4]([B:13]([OH:14])[OH:12])[CH:5]=[C:6]([F:8])[CH:7]=1, predict the reactants needed to synthesize it. The reactants are: [F:1][C:2]1[CH:3]=[C:4](Br)[CH:5]=[C:6]([F:8])[CH:7]=1.[Mg].C[O:12][B:13](OC)[O:14]C.Cl. (5) Given the product [F:39][C:35]1([F:38])[CH2:36][CH2:37][N:33]([C:18]2[N:17]=[C:16]([C:3]3([C:1]#[N:2])[CH2:8][CH2:7][NH:6][CH2:5][CH2:4]3)[CH:21]=[C:20]([NH:22][C:23]3[CH:28]=[C:27]([C:29]([F:30])([F:31])[F:32])[CH:26]=[CH:25][N:24]=3)[N:19]=2)[CH2:34]1, predict the reactants needed to synthesize it. The reactants are: [C:1]([C:3]1([C:16]2[CH:21]=[C:20]([NH:22][C:23]3[CH:28]=[C:27]([C:29]([F:32])([F:31])[F:30])[CH:26]=[CH:25][N:24]=3)[N:19]=[C:18]([N:33]3[CH2:37][CH2:36][C:35]([F:39])([F:38])[CH2:34]3)[N:17]=2)[CH2:8][CH2:7][N:6](C(OC(C)(C)C)=O)[CH2:5][CH2:4]1)#[N:2].Cl.O1CCOCC1.